This data is from Forward reaction prediction with 1.9M reactions from USPTO patents (1976-2016). The task is: Predict the product of the given reaction. Given the reactants [Cl:1][C:2]1[CH:3]=[C:4]([S:9]([NH2:12])(=[O:11])=[O:10])[CH:5]=[CH:6][C:7]=1F.[NH2:13][NH2:14], predict the reaction product. The product is: [Cl:1][C:2]1[CH:3]=[C:4]([S:9]([NH2:12])(=[O:11])=[O:10])[CH:5]=[CH:6][C:7]=1[NH:13][NH2:14].